Dataset: Full USPTO retrosynthesis dataset with 1.9M reactions from patents (1976-2016). Task: Predict the reactants needed to synthesize the given product. (1) Given the product [CH3:1][N:2]1[CH2:3][CH2:4][N:5]([C:8]2[N:13]=[CH:12][C:11]([NH:14][C:15]([N:37]3[CH2:38][CH2:39][N:34]([C:32]4[S:31][N:30]=[C:29]([C:23]5[CH:28]=[CH:27][CH:26]=[CH:25][CH:24]=5)[N:33]=4)[CH2:35][CH2:36]3)=[O:22])=[CH:10][CH:9]=2)[CH2:6][CH2:7]1, predict the reactants needed to synthesize it. The reactants are: [CH3:1][N:2]1[CH2:7][CH2:6][N:5]([C:8]2[N:13]=[CH:12][C:11]([NH:14][C:15](=[O:22])OCC(Cl)(Cl)Cl)=[CH:10][CH:9]=2)[CH2:4][CH2:3]1.[C:23]1([C:29]2[N:33]=[C:32]([N:34]3[CH2:39][CH2:38][NH:37][CH2:36][CH2:35]3)[S:31][N:30]=2)[CH:28]=[CH:27][CH:26]=[CH:25][CH:24]=1.C(N(C(C)C)CC)(C)C.O. (2) Given the product [C:40]1([C:37]2[CH:36]=[CH:35][CH:34]=[CH:39][CH:38]=2)[CH:41]=[CH:42][C:43]([NH:46][C:47](=[O:48])[NH:1][CH2:2][C:3]2[CH:4]=[C:5]([CH:31]=[CH:32][CH:33]=2)[CH2:6][N:7]([CH2:20][C:21]2[CH:22]=[CH:23][C:24]([C:27]([F:29])([F:28])[F:30])=[CH:25][CH:26]=2)[S:8]([C:11]2[CH:16]=[C:15]([Cl:17])[CH:14]=[C:13]([Cl:18])[C:12]=2[OH:19])(=[O:9])=[O:10])=[CH:44][CH:45]=1, predict the reactants needed to synthesize it. The reactants are: [NH2:1][CH2:2][C:3]1[CH:4]=[C:5]([CH:31]=[CH:32][CH:33]=1)[CH2:6][N:7]([CH2:20][C:21]1[CH:26]=[CH:25][C:24]([C:27]([F:30])([F:29])[F:28])=[CH:23][CH:22]=1)[S:8]([C:11]1[CH:16]=[C:15]([Cl:17])[CH:14]=[C:13]([Cl:18])[C:12]=1[OH:19])(=[O:10])=[O:9].[CH:34]1[CH:39]=[CH:38][C:37]([C:40]2[CH:45]=[CH:44][C:43]([N:46]=[C:47]=[O:48])=[CH:42][CH:41]=2)=[CH:36][CH:35]=1. (3) Given the product [OH:36][CH:33]([CH2:34][OH:35])[CH2:32][NH:31][C:28]([CH:27]=[N:26][C:11]1[CH:6]=[C:7]([NH:12][C:13]2[N:18]=[C:17]([NH:19][C:20]3[CH:25]=[CH:24][CH:23]=[C:22]([NH:26][CH2:27][CH2:28][OH:29])[CH:21]=3)[C:16]([F:30])=[CH:15][N:14]=2)[CH:8]=[CH:9][CH:10]=1)=[O:29], predict the reactants needed to synthesize it. The reactants are: C(C=N[C:6]1[CH:11]=[CH:10][CH:9]=[CH:8][C:7]=1[NH:12][C:13]1[N:18]=[C:17]([NH:19][C:20]2[CH:25]=[CH:24][CH:23]=[C:22]([NH:26][CH2:27][CH2:28][OH:29])[CH:21]=2)[C:16]([F:30])=[CH:15][N:14]=1)(O)=O.[NH2:31][CH2:32][CH:33]([OH:36])[CH2:34][OH:35]. (4) The reactants are: [CH2:1]([N:8]1[C:18]2[C:13](=[CH:14][CH:15]=[CH:16][CH:17]=2)[C:11](=[O:12])[C:9]1=[O:10])[C:2]1[CH:7]=[CH:6][CH:5]=[CH:4][CH:3]=1.[N+:19]([CH3:22])([O-:21])=[O:20]. Given the product [CH2:1]([N:8]1[C:18]2[C:13](=[CH:14][CH:15]=[CH:16][CH:17]=2)[C:11]([OH:12])([CH2:22][N+:19]([O-:21])=[O:20])[C:9]1=[O:10])[C:2]1[CH:7]=[CH:6][CH:5]=[CH:4][CH:3]=1, predict the reactants needed to synthesize it. (5) Given the product [CH3:1][C:2]1([CH3:32])[O:7][C:6]2[CH:8]=[CH:9][C:10]([C@H:12]3[O:16][C:15](=[O:17])[N:14]([CH2:18][CH2:19][C:20]4[CH:31]=[CH:30][C:23]5[O:24][CH2:25][C@@H:26]([CH2:28][O:29][CH2:36][C:37]6[CH:38]=[C:39]([CH:42]=[CH:43][CH:44]=6)[C:40]#[N:41])[O:27][C:22]=5[CH:21]=4)[CH2:13]3)=[CH:11][C:5]=2[CH2:4][O:3]1, predict the reactants needed to synthesize it. The reactants are: [CH3:1][C:2]1([CH3:32])[O:7][C:6]2[CH:8]=[CH:9][C:10]([C@H:12]3[O:16][C:15](=[O:17])[N:14]([CH2:18][CH2:19][C:20]4[CH:31]=[CH:30][C:23]5[O:24][CH2:25][C@@H:26]([CH2:28][OH:29])[O:27][C:22]=5[CH:21]=4)[CH2:13]3)=[CH:11][C:5]=2[CH2:4][O:3]1.[H-].[Na+].Br[CH2:36][C:37]1[CH:38]=[C:39]([CH:42]=[CH:43][CH:44]=1)[C:40]#[N:41]. (6) Given the product [Br:1][C:2]1[CH:3]=[CH:4][C:5]([C:8]2[CH:13]=[CH:12][C:11]([O:14][CH2:18][CH2:19][CH2:20][CH2:21][CH3:22])=[CH:10][CH:9]=2)=[CH:6][CH:7]=1, predict the reactants needed to synthesize it. The reactants are: [Br:1][C:2]1[CH:7]=[CH:6][C:5]([C:8]2[CH:13]=[CH:12][C:11]([OH:14])=[CH:10][CH:9]=2)=[CH:4][CH:3]=1.[OH-].[Na+].I[CH2:18][CH2:19][CH2:20][CH2:21][CH3:22]. (7) Given the product [Cl:30][C:25]1[CH:26]=[CH:27][CH:28]=[CH:29][C:24]=1[CH:8]([C:3]1[CH:4]=[CH:5][CH:6]=[CH:7][C:2]=1[Cl:1])[N:9]1[CH:14]2[CH2:15][CH2:16][CH:10]1[CH2:11][C:12]([C:18]1[NH:23][CH2:22][CH2:21][CH2:20][N:19]=1)([OH:17])[CH2:13]2, predict the reactants needed to synthesize it. The reactants are: [Cl:1][C:2]1[CH:7]=[CH:6][CH:5]=[CH:4][C:3]=1[CH:8]([C:24]1[CH:29]=[CH:28][CH:27]=[CH:26][C:25]=1[Cl:30])[N:9]1[CH:14]2[CH2:15][CH2:16][CH:10]1[CH2:11][C:12]([C:18]1[N:23]=[CH:22][CH:21]=[CH:20][N:19]=1)([OH:17])[CH2:13]2.